Task: Regression/Classification. Given a drug SMILES string, predict its absorption, distribution, metabolism, or excretion properties. Task type varies by dataset: regression for continuous measurements (e.g., permeability, clearance, half-life) or binary classification for categorical outcomes (e.g., BBB penetration, CYP inhibition). Dataset: cyp2c9_veith.. Dataset: CYP2C9 inhibition data for predicting drug metabolism from PubChem BioAssay (1) The drug is COc1cccc(NC(=O)c2oc3ccccc3c2NC(C)=O)c1. The result is 1 (inhibitor). (2) The molecule is CC1(C)OC[C@@H]([C@H]2O[C@H]3OC(C)(C)O[C@@H]3[C@H]2N)O1. The result is 0 (non-inhibitor).